Task: Predict the product of the given reaction.. Dataset: Forward reaction prediction with 1.9M reactions from USPTO patents (1976-2016) Given the reactants Cl[C:2]1[C:11]2[C:6](=[CH:7][CH:8]=[CH:9][CH:10]=2)[N:5]=[C:4]([C:12]2[CH:17]=[CH:16][C:15]([S:18][CH3:19])=[CH:14][CH:13]=2)[CH:3]=1.[F:20][C:21]([F:28])([F:27])[C:22]1[CH:26]=[CH:25][NH:24][N:23]=1.[H-].[Na+], predict the reaction product. The product is: [CH3:19][S:18][C:15]1[CH:16]=[CH:17][C:12]([C:4]2[CH:3]=[C:2]([N:24]3[CH:25]=[CH:26][C:22]([C:21]([F:28])([F:27])[F:20])=[N:23]3)[C:11]3[C:6](=[CH:7][CH:8]=[CH:9][CH:10]=3)[N:5]=2)=[CH:13][CH:14]=1.